From a dataset of Full USPTO retrosynthesis dataset with 1.9M reactions from patents (1976-2016). Predict the reactants needed to synthesize the given product. (1) The reactants are: NC1SC(C2C(F)=CC=CC=2F)=NC=1C(NC1C=NN(C)C=1N1CCC[C@H](NCCO)CC1)=O.[OH:35][CH2:36][CH2:37][N:38]([CH2:76][CH2:77][OH:78])[C@@H:39]1[CH2:45][CH2:44][CH2:43][N:42]([C:46]2[N:50]([CH3:51])[N:49]=[CH:48][C:47]=2[NH:52][C:53]([C:55]2[N:56]=[C:57]([C:68]3[C:73]([F:74])=[CH:72][CH:71]=[CH:70][C:69]=3[F:75])[S:58][C:59]=2[NH:60]C(=O)OC(C)(C)C)=[O:54])[CH2:41][CH2:40]1. Given the product [NH2:60][C:59]1[S:58][C:57]([C:68]2[C:69]([F:75])=[CH:70][CH:71]=[CH:72][C:73]=2[F:74])=[N:56][C:55]=1[C:53]([NH:52][C:47]1[CH:48]=[N:49][N:50]([CH3:51])[C:46]=1[N:42]1[CH2:43][CH2:44][CH2:45][C@H:39]([N:38]([CH2:37][CH2:36][OH:35])[CH2:76][CH2:77][OH:78])[CH2:40][CH2:41]1)=[O:54], predict the reactants needed to synthesize it. (2) Given the product [C:1]([O:9][CH2:15][C:13](=[O:14])[CH2:12][Cl:11])(=[O:8])[C:2]1[CH:7]=[CH:6][CH:5]=[CH:4][CH:3]=1, predict the reactants needed to synthesize it. The reactants are: [C:1]([O-:9])(=[O:8])[C:2]1[CH:7]=[CH:6][CH:5]=[CH:4][CH:3]=1.[Na+].[Cl:11][CH2:12][C:13]([CH2:15]Cl)=[O:14].O. (3) Given the product [Br:1][C:2]1[N:3]([CH:27]([CH3:29])[CH3:28])[C:4]2[CH:10]([C:20]3[CH:21]=[CH:22][C:23]([Cl:26])=[CH:24][CH:25]=3)[N:11]([C:12]3[CH:17]=[CH:16][C:15](=[O:18])[N:14]([CH3:19])[CH:13]=3)[C:7](=[O:9])[C:5]=2[N:6]=1, predict the reactants needed to synthesize it. The reactants are: [Br:1][C:2]1[N:3]([CH:27]([CH3:29])[CH3:28])[C:4]([CH:10]([C:20]2[CH:25]=[CH:24][C:23]([Cl:26])=[CH:22][CH:21]=2)[NH:11][C:12]2[CH:17]=[CH:16][C:15](=[O:18])[N:14]([CH3:19])[CH:13]=2)=[C:5]([C:7]([O-:9])=O)[N:6]=1.[Na+]. (4) Given the product [C:8]([C:7]1[C:2]([N:1]=[CH:15][N:16]([CH3:18])[CH3:17])=[N:3][C:4]([CH:10]([CH3:12])[CH3:11])=[N:5][CH:6]=1)#[N:9], predict the reactants needed to synthesize it. The reactants are: [NH2:1][C:2]1[C:7]([C:8]#[N:9])=[CH:6][N:5]=[C:4]([CH:10]([CH3:12])[CH3:11])[N:3]=1.CO[CH:15](OC)[N:16]([CH3:18])[CH3:17]. (5) Given the product [CH3:8][C:5]1[N:4]=[C:3]([C:9]([O:11][CH3:12])=[O:10])[C:2]([C:20]2[N:25]=[CH:24][CH:23]=[CH:22][N:21]=2)=[CH:7][CH:6]=1, predict the reactants needed to synthesize it. The reactants are: I[C:2]1[C:3]([C:9]([O:11][CH3:12])=[O:10])=[N:4][C:5]([CH3:8])=[CH:6][CH:7]=1.[F-].[Cs+].C([Sn](CCCC)(CCCC)[C:20]1[N:25]=[CH:24][CH:23]=[CH:22][N:21]=1)CCC. (6) The reactants are: [O:1]=[C:2]1[CH2:16][C@@H:5]2[CH2:6][N:7]([C:9]([O:11][C:12]([CH3:15])([CH3:14])[CH3:13])=[O:10])[CH2:8][C@@H:4]2[CH2:3]1.[BH4-].[Na+]. Given the product [CH3:15][C:12]([O:11][C:9]([N:7]1[CH2:6][C@H:5]2[C@H:4]([CH2:3][CH:2]([OH:1])[CH2:16]2)[CH2:8]1)=[O:10])([CH3:13])[CH3:14], predict the reactants needed to synthesize it.